Dataset: Catalyst prediction with 721,799 reactions and 888 catalyst types from USPTO. Task: Predict which catalyst facilitates the given reaction. (1) Reactant: [Br:1][C:2]1[N:7]=[C:6]([NH:8][C:9](=[O:15])[O:10][C:11]([CH3:14])([CH3:13])[CH3:12])[CH:5]=[CH:4][CH:3]=1.[H-].[Na+].CC1C=CC(S(O[CH2:29][C:30]2([O:36][CH3:37])[CH2:35][CH2:34][O:33][CH2:32][CH2:31]2)(=O)=O)=CC=1. Product: [Br:1][C:2]1[N:7]=[C:6]([N:8]([CH2:29][C:30]2([O:36][CH3:37])[CH2:35][CH2:34][O:33][CH2:32][CH2:31]2)[C:9](=[O:15])[O:10][C:11]([CH3:12])([CH3:14])[CH3:13])[CH:5]=[CH:4][CH:3]=1. The catalyst class is: 39. (2) Product: [OH:26][C:27]([CH3:57])([CH3:69])[CH2:28][N:29]1[CH:33]=[CH:32][C:31]([NH:34][C:13](=[O:15])[C@@H:12]([N:10]2[CH2:11][C:7]([O:6][C:5]3[CH:21]=[CH:22][CH:23]=[CH:24][C:4]=3[O:3][CH2:1][CH3:2])=[CH:8][C:9]2=[O:20])[CH2:16][CH:17]([CH3:19])[CH3:18])=[N:30]1. Reactant: [CH2:1]([O:3][C:4]1[CH:24]=[CH:23][CH:22]=[CH:21][C:5]=1[O:6][C:7]1[CH2:11][N:10]([C@@H:12]([CH2:16][CH:17]([CH3:19])[CH3:18])[C:13]([OH:15])=O)[C:9](=[O:20])[CH:8]=1)[CH3:2].Cl.[OH:26][C@@H:27]([CH2:57]O)[CH2:28][N:29]1[CH:33]=[CH:32][C:31]([NH:34]C(=O)[C@@H](N2CC(OC3C=CC=C(Cl)C=3Cl)=CC2=O)CC(C)C)=[N:30]1.F[P-](F)(F)(F)(F)F.N1(O[P+](N(C)C)(N(C)C)N(C)C)C2C=CC=C[C:69]=2N=N1.C(N(CC)C(C)C)(C)C. The catalyst class is: 42. (3) Reactant: [Cl:1][C:2]1[CH:7]=[C:6]([N+:8]([O-:10])=[O:9])[CH:5]=[C:4]([Cl:11])[C:3]=1F.[SH:13][C:14]1[CH:21]=[CH:20][C:17]([C:18]#[N:19])=[CH:16][CH:15]=1.C(=O)([O-])[O-].[K+].[K+].CN(C)C=O. Product: [Cl:1][C:2]1[CH:7]=[C:6]([N+:8]([O-:10])=[O:9])[CH:5]=[C:4]([Cl:11])[C:3]=1[S:13][C:14]1[CH:21]=[CH:20][C:17]([C:18]#[N:19])=[CH:16][CH:15]=1. The catalyst class is: 34. (4) Reactant: [Cl:1][C:2]1[CH:3]=[CH:4][C:5]2[N:9]=[N:8][NH:7][C:6]=2[CH:10]=1.[OH-].[Na+].[Cl:13][CH2:14][CH2:15][CH2:16]Br. Product: [Cl:13][CH2:14][CH2:15][CH2:16][N:7]1[C:6]2[CH:10]=[C:2]([Cl:1])[CH:3]=[CH:4][C:5]=2[N:9]=[N:8]1. The catalyst class is: 689. (5) Reactant: C(OC(N1CCC[C@H]1C[NH:14][C:15]([C:17]1[C:26]2[CH2:25][C:24]([CH3:28])([CH3:27])[CH2:23][NH:22][C:21](=[O:29])[C:20]=2[S:19][C:18]=1[NH:30][C:31]1[CH:36]=[CH:35][C:34]([I:37])=[CH:33][C:32]=1[F:38])=[O:16])=O)(C)(C)C.C1[N:43]=[CH:42][N:41](C(N2C=NC=C2)=O)C=1.C(=O)(O)O.NC(N)=N.C(N(CC)CC)C. Product: [F:38][C:32]1[CH:33]=[C:34]([I:37])[CH:35]=[CH:36][C:31]=1[NH:30][C:18]1[S:19][C:20]2[C:21](=[O:29])[NH:22][CH2:23][C:24]([CH3:28])([CH3:27])[CH2:25][C:26]=2[C:17]=1[C:15]([NH:14][C:42]([NH2:43])=[NH:41])=[O:16]. The catalyst class is: 3. (6) Reactant: [CH3:1][O:2][CH2:3][CH2:4][O:5][C:6]1[CH:11]=[CH:10][N:9]2[C:12]([C:15]([OH:17])=O)=[CH:13][N:14]=[C:8]2[CH:7]=1.C(Cl)(=O)C(Cl)=O.[CH2:24]([N:31]1[C:39]2[CH:38]=[CH:37][CH:36]=[C:35]([NH2:40])[C:34]=2[C:33]([CH3:41])=[N:32]1)[C:25]1[CH:30]=[CH:29][CH:28]=[CH:27][CH:26]=1.C(N(C(C)C)CC)(C)C. Product: [CH2:24]([N:31]1[C:39]2[C:34](=[C:35]([NH:40][C:15]([C:12]3[N:9]4[CH:10]=[CH:11][C:6]([O:5][CH2:4][CH2:3][O:2][CH3:1])=[CH:7][C:8]4=[N:14][CH:13]=3)=[O:17])[CH:36]=[CH:37][CH:38]=2)[C:33]([CH3:41])=[N:32]1)[C:25]1[CH:26]=[CH:27][CH:28]=[CH:29][CH:30]=1. The catalyst class is: 139. (7) Reactant: OC1C=CC=CN=1.[C:8]([O:12][C:13](=[O:41])[NH:14][C@H:15]([C@@H:34]1[CH2:38][C@@H:37]([CH3:39])[C:36](=[O:40])[O:35]1)[CH2:16][N:17]1[CH2:22][C:21](=[O:23])[N:20]([C:24]2[CH:29]=[C:28]([F:30])[CH:27]=[CH:26][C:25]=2[CH3:31])[CH2:19][C:18]1([CH3:33])[CH3:32])([CH3:11])([CH3:10])[CH3:9].[CH3:42][C:43]([CH3:47])([CH3:46])[CH2:44][NH2:45]. Product: [C:8]([O:12][C:13](=[O:41])[NH:14][C@@H:15]([CH2:16][N:17]1[CH2:22][C:21](=[O:23])[N:20]([C:24]2[CH:29]=[C:28]([F:30])[CH:27]=[CH:26][C:25]=2[CH3:31])[CH2:19][C:18]1([CH3:33])[CH3:32])[C@@H:34]([OH:35])[CH2:38][C@H:37]([C:36](=[O:40])[NH:45][CH2:44][C:43]([CH3:47])([CH3:46])[CH3:42])[CH3:39])([CH3:10])([CH3:11])[CH3:9]. The catalyst class is: 6.